Task: Predict the reactants needed to synthesize the given product.. Dataset: Full USPTO retrosynthesis dataset with 1.9M reactions from patents (1976-2016) (1) Given the product [O:54]1[C:55]2[CH:56]=[CH:42][CH:41]=[CH:40][C:39]=2[N:38]=[C:51]1[O:22][C:19]1[CH:18]=[CH:17][C:16]([O:15][CH2:14][CH2:13][N:8]2[CH2:9][CH2:10][CH2:11][CH2:12][CH:7]2[CH2:6][OH:5])=[CH:21][CH:20]=1, predict the reactants needed to synthesize it. The reactants are: CC(C)=O.[OH:5][CH2:6][CH:7]1[CH2:12][CH2:11][CH2:10][CH2:9][N:8]1[CH2:13][CH2:14][O:15][C:16]1[CH:21]=[CH:20][C:19]([OH:22])=[CH:18][CH:17]=1.C(OC1C=CC(OCC[N:38]2C[CH2:42][CH2:41][CH2:40][CH:39]2CO)=CC=1)C1C=CC=CC=1.C(O)C.[C:51]([O:54][CH2:55][CH3:56])(=O)C. (2) Given the product [Cl:1][C:2]1[CH:7]=[C:6]([Cl:8])[CH:5]=[CH:4][C:3]=1[C:9]1[C:17]2[C:13](=[C:14]([C:19]([C:21]3[N:22]([CH2:26][O:27][CH3:28])[N:23]=[CH:24][N:25]=3)=[O:20])[N:15]([CH3:18])[N:16]=2)[CH:12]=[CH:11][CH:10]=1, predict the reactants needed to synthesize it. The reactants are: [Cl:1][C:2]1[CH:7]=[C:6]([Cl:8])[CH:5]=[CH:4][C:3]=1[C:9]1[C:17]2[C:13](=[C:14]([CH:19]([C:21]3[N:22]([CH2:26][O:27][CH3:28])[N:23]=[CH:24][N:25]=3)[OH:20])[N:15]([CH3:18])[N:16]=2)[CH:12]=[CH:11][CH:10]=1. (3) The reactants are: I[C:2]1[CH:7]=[CH:6][CH:5]=[CH:4][C:3]=1[NH:8][C:9]([NH2:11])=[O:10].[C:12]([C:14]1[CH:15]=[C:16]([CH:18]=[CH:19][CH:20]=1)[NH2:17])#[CH:13].C1(P(C2C=CC=CC=2)C2C=CC=CC=2)C=CC=CC=1.C(N(CC)CC)C. Given the product [NH2:17][C:16]1[CH:15]=[C:14]([C:12]#[C:13][C:2]2[CH:7]=[CH:6][CH:5]=[CH:4][C:3]=2[NH:8][C:9]([NH2:11])=[O:10])[CH:20]=[CH:19][CH:18]=1, predict the reactants needed to synthesize it.